This data is from Catalyst prediction with 721,799 reactions and 888 catalyst types from USPTO. The task is: Predict which catalyst facilitates the given reaction. (1) Reactant: C(OC(=O)[NH:7][C:8]1[CH:13]=[C:12]([C:14]#[N:15])[CH:11]=[C:10]([N:16]2[CH2:21][CH2:20][N:19]([CH:22]3[CH2:25][O:24][CH2:23]3)[CH:18]([CH2:26][F:27])[CH2:17]2)[C:9]=1[Cl:28])(C)(C)C.C(O)(C(F)(F)F)=O. Product: [NH2:7][C:8]1[CH:13]=[C:12]([CH:11]=[C:10]([N:16]2[CH2:21][CH2:20][N:19]([CH:22]3[CH2:25][O:24][CH2:23]3)[CH:18]([CH2:26][F:27])[CH2:17]2)[C:9]=1[Cl:28])[C:14]#[N:15]. The catalyst class is: 2. (2) The catalyst class is: 16. Product: [CH3:1][C:2]1[C:6]([CH3:7])=[C:5]([NH:8][C:9]([N:31]2[CH2:32][CH2:33][N:28]([C:26]3[S:25][N:24]=[C:23]([C:17]4[CH:22]=[CH:21][CH:20]=[CH:19][CH:18]=4)[N:27]=3)[CH2:29][CH2:30]2)=[O:16])[O:4][N:3]=1. Reactant: [CH3:1][C:2]1[C:6]([CH3:7])=[C:5]([NH:8][C:9](=[O:16])OCC(Cl)(Cl)Cl)[O:4][N:3]=1.[C:17]1([C:23]2[N:27]=[C:26]([N:28]3[CH2:33][CH2:32][NH:31][CH2:30][CH2:29]3)[S:25][N:24]=2)[CH:22]=[CH:21][CH:20]=[CH:19][CH:18]=1.C(N(C(C)C)CC)(C)C.O. (3) Reactant: [F:1][C:2]1[CH:7]=[CH:6][C:5](/[C:8](/[C:21]([NH:23][CH:24]2[CH2:26][CH2:25]2)=[O:22])=[CH:9]\[C:10]2[CH:15]=[CH:14][C:13]([CH:16]=[CH:17][C:18](O)=[O:19])=[CH:12][CH:11]=2)=[CH:4][CH:3]=1.CN(C=O)C.C1C=CC2N(O)N=NC=2C=1.[NH2:42][CH2:43][CH2:44][CH2:45][CH2:46][CH2:47][C:48]([O:50][CH3:51])=[O:49].C(N(CC)CC)C. Product: [CH:24]1([NH:23][C:21](=[O:22])/[C:8](/[C:5]2[CH:4]=[CH:3][C:2]([F:1])=[CH:7][CH:6]=2)=[CH:9]/[C:10]2[CH:15]=[CH:14][C:13]([CH:16]=[CH:17][C:18]([NH:42][CH2:43][CH2:44][CH2:45][CH:46]=[CH:47][C:48]([O:50][CH3:51])=[O:49])=[O:19])=[CH:12][CH:11]=2)[CH2:25][CH2:26]1. The catalyst class is: 6. (4) Reactant: [Cl:1][C:2]1[C:10]2[N:9]=[C:8]([NH:11][C:12]3[CH:17]=[CH:16][C:15]([Cl:18])=[CH:14][CH:13]=3)[N:7]([CH2:19][CH2:20][CH2:21][C:22](OCC)=[O:23])[C:6]=2[C:5]([CH:27]([CH2:30][CH3:31])[CH2:28][CH3:29])=[CH:4][CH:3]=1.[BH4-].[Li+].O. Product: [Cl:1][C:2]1[C:10]2[N:9]=[C:8]([NH:11][C:12]3[CH:17]=[CH:16][C:15]([Cl:18])=[CH:14][CH:13]=3)[N:7]([CH2:19][CH2:20][CH2:21][CH2:22][OH:23])[C:6]=2[C:5]([CH:27]([CH2:30][CH3:31])[CH2:28][CH3:29])=[CH:4][CH:3]=1. The catalyst class is: 7. (5) Reactant: [NH2:1][C:2]1[CH:7]=[CH:6][CH:5]=[CH:4][CH:3]=1.[Cl:8][C:9]1[N:14]=[C:13](Cl)[C:12]([Cl:16])=[CH:11][N:10]=1.C(=O)([O-])[O-].[K+].[K+]. Product: [Cl:8][C:9]1[N:14]=[C:13]([NH:1][C:2]2[CH:7]=[CH:6][CH:5]=[CH:4][CH:3]=2)[C:12]([Cl:16])=[CH:11][N:10]=1. The catalyst class is: 8. (6) Reactant: [C:1]([C:3]1[CH:4]=[C:5]([CH:9]([CH3:13])[C:10]([OH:12])=O)[CH:6]=[CH:7][CH:8]=1)#[N:2].CN(C)CCCN=C=NCC.ON1C2C=CC=CC=2N=N1.C(N(CC)CC)C.[CH3:42][CH:43]1[CH2:48][CH2:47][N:46]([C:49]2[C:54]([CH2:55][NH2:56])=[CH:53][CH:52]=[C:51]([C:57]([F:60])([F:59])[F:58])[N:50]=2)[CH2:45][CH2:44]1. Product: [C:1]([C:3]1[CH:4]=[C:5]([CH:9]([CH3:13])[C:10]([NH:56][CH2:55][C:54]2[C:49]([N:46]3[CH2:47][CH2:48][CH:43]([CH3:42])[CH2:44][CH2:45]3)=[N:50][C:51]([C:57]([F:60])([F:58])[F:59])=[CH:52][CH:53]=2)=[O:12])[CH:6]=[CH:7][CH:8]=1)#[N:2]. The catalyst class is: 38.